Dataset: Reaction yield outcomes from USPTO patents with 853,638 reactions. Task: Predict the reaction yield, written as a fraction of the theoretical maximum amount of product (1.0 means a 100% yield; for example, 0.34 means a 34% yield). (1) The reactants are [CH3:1][C:2]1[C:6]2[C:7](=[O:19])[N:8]([CH2:11][CH2:12][N:13]3[CH2:18][CH2:17][O:16][CH2:15][CH2:14]3)[CH2:9][CH2:10][C:5]=2[NH:4][C:3]=1[CH:20]=O.[NH:22]1[CH2:27][CH2:26][CH:25]([C:28]2[CH:36]=[CH:35][CH:34]=[C:33]3[C:29]=2[CH2:30][C:31](=[O:37])[NH:32]3)[CH2:24][CH2:23]1. No catalyst specified. The product is [CH3:1][C:2]1[C:6]2[C:7](=[O:19])[N:8]([CH2:11][CH2:12][N:13]3[CH2:14][CH2:15][O:16][CH2:17][CH2:18]3)[CH2:9][CH2:10][C:5]=2[NH:4][C:3]=1[CH:20]=[C:30]1[C:29]2[C:33](=[CH:34][CH:35]=[CH:36][C:28]=2[CH:25]2[CH2:24][CH2:23][NH:22][CH2:27][CH2:26]2)[NH:32][C:31]1=[O:37]. The yield is 0.429. (2) The reactants are [CH2:1]([C:4]1[C:8]([CH2:9][CH2:10][CH2:11][OH:12])=[CH:7][N:6]([C:13]2[CH:18]=[CH:17][C:16]([C:19]([F:22])([F:21])[F:20])=[CH:15][N:14]=2)[N:5]=1)[CH2:2][CH3:3].O[C:24]1[C:29]([CH3:30])=[CH:28][CH:27]=[CH:26][C:25]=1[CH2:31][C:32]([O:34]C)=[O:33].C(P(CCCC)CCCC)CCC.N(C(N1CCCCC1)=O)=NC(N1CCCCC1)=O. The catalyst is O1CCCC1. The product is [CH3:30][C:29]1[C:24]([O:12][CH2:11][CH2:10][CH2:9][C:8]2[C:4]([CH2:1][CH2:2][CH3:3])=[N:5][N:6]([C:13]3[CH:18]=[CH:17][C:16]([C:19]([F:21])([F:20])[F:22])=[CH:15][N:14]=3)[CH:7]=2)=[C:25]([CH2:31][C:32]([OH:34])=[O:33])[CH:26]=[CH:27][CH:28]=1. The yield is 0.370. (3) The reactants are [CH3:1][C:2]1[N:6]=[CH:5][NH:4][N:3]=1.F[C:8]1[CH:13]=[C:12]([F:14])[C:11]([N+:15]([O-:17])=[O:16])=[CH:10][C:9]=1[O:18][CH3:19].C(=O)([O-])[O-].[K+].[K+].O. The catalyst is CS(C)=O. The product is [F:14][C:12]1[C:11]([N+:15]([O-:17])=[O:16])=[CH:10][C:9]([O:18][CH3:19])=[C:8]([N:4]2[CH:5]=[N:6][C:2]([CH3:1])=[N:3]2)[CH:13]=1. The yield is 0.180. (4) The reactants are Cl[CH2:2][C:3]1[NH:7][N:6]=[N:5][N:4]=1.[NH:8]1[CH2:13][CH2:12][O:11][CH2:10][CH2:9]1. No catalyst specified. The product is [NH:7]1[C:3]([CH2:2][N:8]2[CH2:13][CH2:12][O:11][CH2:10][CH2:9]2)=[N:4][N:5]=[N:6]1. The yield is 0.820. (5) The reactants are [F:1][C:2]1[CH:7]=[CH:6][C:5]([C:8]2[C:13]([C:14]([O:16][CH3:17])=[O:15])=[C:12]([CH:18]([CH3:20])[CH3:19])[N:11]=[C:10]([OH:21])[N:9]=2)=[CH:4][CH:3]=1.C(N(CC)CC)C.C(#N)C.[C:32]1([CH3:42])[CH:37]=[CH:36][C:35]([S:38](Cl)(=[O:40])=[O:39])=[CH:34][CH:33]=1. The catalyst is O. The product is [F:1][C:2]1[CH:3]=[CH:4][C:5]([C:8]2[C:13]([C:14]([O:16][CH3:17])=[O:15])=[C:12]([CH:18]([CH3:19])[CH3:20])[N:11]=[C:10]([O:21][S:38]([C:35]3[CH:36]=[CH:37][C:32]([CH3:42])=[CH:33][CH:34]=3)(=[O:40])=[O:39])[N:9]=2)=[CH:6][CH:7]=1. The yield is 0.850.